From a dataset of Reaction yield outcomes from USPTO patents with 853,638 reactions. Predict the reaction yield, written as a fraction of the theoretical maximum amount of product (1.0 means a 100% yield; for example, 0.34 means a 34% yield). The reactants are C(N(CC)CC)C.Br[C:9]1[CH:10]=[N:11][CH:12]=[C:13]([CH:16]=1)[C:14]#[N:15].[C:17]([C:19]1[CH:24]=[CH:23][CH:22]=[C:21]([O:25][C:26]([F:29])([F:28])[F:27])[CH:20]=1)#[CH:18]. The catalyst is C(OCC)(=O)C.[Cu]I.C1(C=CC=CC=1)[P](C1C=CC=CC=1)(C1C=CC=CC=1)[Pd][P](C1C=CC=CC=1)(C1C=CC=CC=1)C1C=CC=CC=1. The product is [F:27][C:26]([F:28])([F:29])[O:25][C:21]1[CH:20]=[C:19]([C:17]#[C:18][C:9]2[CH:10]=[N:11][CH:12]=[C:13]([CH:16]=2)[C:14]#[N:15])[CH:24]=[CH:23][CH:22]=1. The yield is 0.150.